This data is from Reaction yield outcomes from USPTO patents with 853,638 reactions. The task is: Predict the reaction yield, written as a fraction of the theoretical maximum amount of product (1.0 means a 100% yield; for example, 0.34 means a 34% yield). (1) The reactants are [N+:1]([C:4]1[CH:12]=[C:8]([C:9]([OH:11])=O)[C:7]([OH:13])=[CH:6][CH:5]=1)([O-:3])=[O:2].[Cl:14][C:15]1[CH:16]=[C:17]([CH:19]=[C:20]([Cl:22])[CH:21]=1)[NH2:18]. No catalyst specified. The product is [Cl:14][C:15]1[CH:16]=[C:17]([NH:18][C:9](=[O:11])[C:8]2[CH:12]=[C:4]([N+:1]([O-:3])=[O:2])[CH:5]=[CH:6][C:7]=2[OH:13])[CH:19]=[C:20]([Cl:22])[CH:21]=1. The yield is 0.831. (2) The reactants are [CH3:1][C:2]1[CH:7]=[C:6]([N+:8]([O-])=O)[CH:5]=[CH:4][C:3]=1[O:11][C:12](=[O:14])[CH3:13]. The catalyst is CCO.C1COCC1.[Pd].[Ni]. The product is [NH2:8][C:6]1[CH:5]=[CH:4][C:3]([O:11][C:12](=[O:14])[CH3:13])=[C:2]([CH3:1])[CH:7]=1. The yield is 0.850. (3) The reactants are [NH2:1][C@H:2]1[CH2:7][CH2:6][C@H:5]([NH:8][C:9](=[O:15])[O:10][C:11]([CH3:14])([CH3:13])[CH3:12])[CH2:4][CH2:3]1.[Cl:16][CH2:17][C:18](Cl)=[O:19]. No catalyst specified. The product is [Cl:16][CH2:17][C:18]([NH:1][C@H:2]1[CH2:7][CH2:6][C@H:5]([NH:8][C:9](=[O:15])[O:10][C:11]([CH3:12])([CH3:14])[CH3:13])[CH2:4][CH2:3]1)=[O:19]. The yield is 0.890. (4) The reactants are [F:1][C:2]1[CH:3]=[C:4]([N:11]2[CH2:15][CH2:14][C@@H:13]([N:16]3[CH2:20][CH2:19][CH2:18][C@@H:17]3[CH3:21])[CH2:12]2)[CH:5]=[CH:6][C:7]=1[N+:8]([O-])=O. The catalyst is C(O)C.[Pd]. The product is [F:1][C:2]1[CH:3]=[C:4]([N:11]2[CH2:15][CH2:14][C@@H:13]([N:16]3[CH2:20][CH2:19][CH2:18][C@@H:17]3[CH3:21])[CH2:12]2)[CH:5]=[CH:6][C:7]=1[NH2:8]. The yield is 0.810. (5) The reactants are [CH2:1]([N:8]1[C:12]([NH2:13])=[CH:11][C:10]([C:14]([CH3:17])([CH3:16])[CH3:15])=[N:9]1)[C:2]1[CH:7]=[CH:6][CH:5]=[CH:4][CH:3]=1.Cl[C:19]([O:21][C:22]1[CH:27]=[CH:26][CH:25]=[CH:24][CH:23]=1)=[O:20]. No catalyst specified. The product is [CH2:1]([N:8]1[C:12]([NH:13][C:19](=[O:20])[O:21][C:22]2[CH:27]=[CH:26][CH:25]=[CH:24][CH:23]=2)=[CH:11][C:10]([C:14]([CH3:17])([CH3:16])[CH3:15])=[N:9]1)[C:2]1[CH:3]=[CH:4][CH:5]=[CH:6][CH:7]=1. The yield is 0.610. (6) The yield is 0.480. The product is [CH3:50][O:49][C:44]1[CH:45]=[CH:46][CH:47]=[CH:48][C:43]=1[N:40]1[CH2:39][CH2:38][N:37]([C:33]2[CH:32]=[N:31][C:30]3[C:35]([N:34]=2)=[CH:36][C:27]([C:9]2[CH:10]=[C:11]([NH:15][S:16]([C:19]4[CH:20]=[CH:21][CH:22]=[CH:23][CH:24]=4)(=[O:17])=[O:18])[CH:12]=[N:13][CH:14]=2)=[CH:28][CH:29]=3)[CH2:42][CH2:41]1. The reactants are CC1(C)C(C)(C)OB([C:9]2[CH:10]=[C:11]([NH:15][S:16]([C:19]3[CH:24]=[CH:23][CH:22]=[CH:21][CH:20]=3)(=[O:18])=[O:17])[CH:12]=[N:13][CH:14]=2)O1.Br[C:27]1[CH:36]=[C:35]2[C:30]([N:31]=[CH:32][C:33]([N:37]3[CH2:42][CH2:41][N:40]([C:43]4[CH:48]=[CH:47][CH:46]=[CH:45][C:44]=4[O:49][CH3:50])[CH2:39][CH2:38]3)=[N:34]2)=[CH:29][CH:28]=1. The catalyst is O1CCOCC1.C(=O)([O-])[O-].[K+].[K+].